From a dataset of Forward reaction prediction with 1.9M reactions from USPTO patents (1976-2016). Predict the product of the given reaction. (1) Given the reactants C1(S([N:10]2[C:14]3=[N:15][CH:16]=[CH:17][CH:18]=[C:13]3[C:12]([C:19]3[CH:24]=[CH:23][N:22]=[C:21]([CH2:25][NH2:26])[CH:20]=3)=[CH:11]2)(=O)=O)C=CC=CC=1.[F:27][C:28]1[CH:29]=[C:30]([CH:42]=[CH:43][C:44]=1[F:45])[CH2:31][NH:32][C:33](=[O:41])[C:34]1[CH:39]=[CH:38][CH:37]=[N:36][C:35]=1F, predict the reaction product. The product is: [NH:10]1[C:14]2=[N:15][CH:16]=[CH:17][CH:18]=[C:13]2[C:12]([C:19]2[CH:24]=[CH:23][N:22]=[C:21]([CH2:25][NH:26][C:35]3[N:36]=[CH:37][CH:38]=[CH:39][C:34]=3[C:33]([NH:32][CH2:31][C:30]3[CH:42]=[CH:43][C:44]([F:45])=[C:28]([F:27])[CH:29]=3)=[O:41])[CH:20]=2)=[CH:11]1. (2) The product is: [CH2:1]([O:3][C:4](=[O:36])[CH2:5][CH2:6][CH2:7][CH2:8][CH2:9][O:10][CH2:11][CH2:12][O:13][CH2:14][CH2:15][O:16][CH2:17][CH2:18][O:19][CH2:20][CH2:21][O:22][CH2:23][CH2:24][O:25][CH2:26][CH2:27][OH:28])[CH3:2]. Given the reactants [CH2:1]([O:3][C:4](=[O:36])[CH2:5][CH2:6][CH2:7][CH2:8][CH2:9][O:10][CH2:11][CH2:12][O:13][CH2:14][CH2:15][O:16][CH2:17][CH2:18][O:19][CH2:20][CH2:21][O:22][CH2:23][CH2:24][O:25][CH2:26][CH2:27][O:28]CC1C=CC=CC=1)[CH3:2], predict the reaction product. (3) Given the reactants [C:1](C1CC(C)(C(OC)=O)C(=O)C1CCCCC)#N.S(=O)(=O)(O)O.[OH-].[Na+].[CH3:26][CH:27]1[CH2:31][CH:30]([C:32]([OH:34])=[O:33])[CH:29]([CH2:35][CH2:36][CH2:37][CH2:38][CH3:39])[C:28]1=[O:40].C(=O)([O-])[O-].[K+].[K+].CI.[Na+].[Cl-], predict the reaction product. The product is: [CH3:26][CH:27]1[CH2:31][CH:30]([C:32]([O:34][CH3:1])=[O:33])[CH:29]([CH2:35][CH2:36][CH2:37][CH2:38][CH3:39])[C:28]1=[O:40]. (4) Given the reactants Cl[CH2:2][C:3]1[N:8]=[C:7]([CH2:9][C:10]([CH3:13])([CH3:12])[CH3:11])[C:6]([C:14]2[CH:19]=[C:18]([O:20][CH3:21])[CH:17]=[CH:16][C:15]=2[F:22])=[CH:5][CH:4]=1.[F:23][C:24]1[CH:29]=[CH:28][C:27]([OH:30])=[CH:26][C:25]=1[CH2:31][CH2:32][C:33]([O:35][CH2:36][CH3:37])=[O:34].C(=O)([O-])[O-].[Cs+].[Cs+].C(OCC)(=O)C, predict the reaction product. The product is: [CH3:11][C:10]([CH3:13])([CH3:12])[CH2:9][C:7]1[N:8]=[C:3]([CH2:2][O:30][C:27]2[CH:28]=[CH:29][C:24]([F:23])=[C:25]([CH2:31][CH2:32][C:33]([O:35][CH2:36][CH3:37])=[O:34])[CH:26]=2)[CH:4]=[CH:5][C:6]=1[C:14]1[CH:19]=[C:18]([O:20][CH3:21])[CH:17]=[CH:16][C:15]=1[F:22]. (5) Given the reactants C([O:3][C:4]([C:6]1([S:21]([C:24]2[CH:29]=[CH:28][C:27]([O:30][CH3:31])=[CH:26][CH:25]=2)(=[O:23])=[O:22])[CH2:11][CH2:10][N:9]([CH2:12][C:13]2[CH:18]=[CH:17][CH:16]=[C:15]([O:19][CH3:20])[CH:14]=2)[CH2:8][CH2:7]1)=[O:5])C.[CH2:32]1[CH2:36]OC[CH2:33]1.CO, predict the reaction product. The product is: [CH2:31]([O:30][C:27]1[CH:26]=[CH:25][C:24]([S:21]([C:6]2([C:4]([OH:3])=[O:5])[CH2:11][CH2:10][N:9]([CH2:12][C:13]3[CH:18]=[CH:17][CH:16]=[C:15]([O:19][CH3:20])[CH:14]=3)[CH2:8][CH2:7]2)(=[O:22])=[O:23])=[CH:29][CH:28]=1)[CH2:33][CH2:32][CH3:36].